From a dataset of Catalyst prediction with 721,799 reactions and 888 catalyst types from USPTO. Predict which catalyst facilitates the given reaction. Reactant: [CH3:1][C@@H:2]([CH2:20][CH3:21])[C@H:3]([NH:8][C:9]([N:11]([CH3:19])[CH2:12][C:13]1[N:14]=[C:15]([CH3:18])[S:16][CH:17]=1)=[O:10])[C:4]([O:6]C)=[O:5].[OH-].[Li+].Cl. Product: [CH3:1][C@@H:2]([CH2:20][CH3:21])[C@H:3]([NH:8][C:9]([N:11]([CH3:19])[CH2:12][C:13]1[N:14]=[C:15]([CH3:18])[S:16][CH:17]=1)=[O:10])[C:4]([OH:6])=[O:5]. The catalyst class is: 12.